Predict the product of the given reaction. From a dataset of Forward reaction prediction with 1.9M reactions from USPTO patents (1976-2016). (1) The product is: [CH2:23]([N:25]([CH2:29][CH3:30])[CH2:26][C:27]#[C:28][C:21]1[CH:20]=[CH:19][C:4]([CH2:5][NH:6][C@@H:7]([C:9]2[C:18]3[C:13](=[CH:14][CH:15]=[CH:16][CH:17]=3)[CH:12]=[CH:11][CH:10]=2)[CH3:8])=[CH:3][C:2]=1[OH:1])[CH3:24]. Given the reactants [OH:1][C:2]1[CH:3]=[C:4]([CH:19]=[CH:20][C:21]=1I)[CH2:5][NH:6][C@@H:7]([C:9]1[C:18]2[C:13](=[CH:14][CH:15]=[CH:16][CH:17]=2)[CH:12]=[CH:11][CH:10]=1)[CH3:8].[CH2:23]([N:25]([CH2:29][CH3:30])[CH2:26][C:27]#[CH:28])[CH3:24], predict the reaction product. (2) Given the reactants [CH3:1][O:2][C:3]1[C:26]([O:27][CH3:28])=[CH:25][C:6]2[CH:7]3[N:12]([CH:13]([C:15]([F:18])([F:17])[F:16])[CH2:14][C:5]=2[CH:4]=1)[CH:11]=[C:10]([C:19]([O:21][CH2:22][CH3:23])=[O:20])[C:9](=[O:24])[CH2:8]3.C1(Cl)C(=O)C(Cl)=C(Cl)C(=O)C=1Cl, predict the reaction product. The product is: [CH3:1][O:2][C:3]1[C:26]([O:27][CH3:28])=[CH:25][C:6]2[C:7]3[N:12]([CH:13]([C:15]([F:18])([F:16])[F:17])[CH2:14][C:5]=2[CH:4]=1)[CH:11]=[C:10]([C:19]([O:21][CH2:22][CH3:23])=[O:20])[C:9](=[O:24])[CH:8]=3.